From a dataset of Full USPTO retrosynthesis dataset with 1.9M reactions from patents (1976-2016). Predict the reactants needed to synthesize the given product. (1) The reactants are: [CH3:1][C:2]1[N:7]=[C:6]2[S:8][C:9]([NH:11]C(=O)OCC)=[N:10][C:5]2=[N:4][CH:3]=1.[OH-].[Na+].Cl. Given the product [CH3:1][C:2]1[N:7]=[C:6]2[S:8][C:9]([NH2:11])=[N:10][C:5]2=[N:4][CH:3]=1, predict the reactants needed to synthesize it. (2) Given the product [Cl:27][C:24]1[CH:25]=[CH:26][C:21]([NH:20][C:18]([N:17]([OH:32])[C:14]2[CH:15]=[CH:16][C:11]([N:6]3[CH:5]=[N:4][C:3]4[C:7]3=[N:8][CH:9]=[N:10][C:2]=4[N:34]([CH2:35][CH2:36][OH:37])[CH3:33])=[CH:12][CH:13]=2)=[O:19])=[CH:22][C:23]=1[C:28]([F:29])([F:31])[F:30], predict the reactants needed to synthesize it. The reactants are: Cl[C:2]1[N:10]=[CH:9][N:8]=[C:7]2[C:3]=1[N:4]=[CH:5][N:6]2[C:11]1[CH:16]=[CH:15][C:14]([N:17]([OH:32])[C:18]([NH:20][C:21]2[CH:26]=[CH:25][C:24]([Cl:27])=[C:23]([C:28]([F:31])([F:30])[F:29])[CH:22]=2)=[O:19])=[CH:13][CH:12]=1.[CH3:33][NH:34][CH2:35][CH2:36][OH:37]. (3) Given the product [CH2:1]([C:3]1([C:38]([O:40][CH2:41][CH3:42])=[O:39])[CH2:4][CH2:5][N:6]([C:9]2[N:14]=[CH:13][C:12]([C:15]3[CH:16]=[C:17]([C:34]#[C:35][CH2:36][O:37][S:51]([CH3:50])(=[O:53])=[O:52])[C:18]4[S:22][C:21]([N:23]5[CH2:28][N:27]([CH3:29])[CH2:26][N:25]([CH2:30][CH3:31])[C:24]5=[O:32])=[N:20][C:19]=4[CH:33]=3)=[CH:11][N:10]=2)[CH2:7][CH2:8]1)[CH3:2], predict the reactants needed to synthesize it. The reactants are: [CH2:1]([C:3]1([C:38]([O:40][CH2:41][CH3:42])=[O:39])[CH2:8][CH2:7][N:6]([C:9]2[N:14]=[CH:13][C:12]([C:15]3[CH:16]=[C:17]([C:34]#[C:35][CH2:36][OH:37])[C:18]4[S:22][C:21]([N:23]5[CH2:28][N:27]([CH3:29])[CH2:26][N:25]([CH2:30][CH3:31])[C:24]5=[O:32])=[N:20][C:19]=4[CH:33]=3)=[CH:11][N:10]=2)[CH2:5][CH2:4]1)[CH3:2].C(N(CC)CC)C.[CH3:50][S:51](Cl)(=[O:53])=[O:52].